The task is: Predict the reactants needed to synthesize the given product.. This data is from Full USPTO retrosynthesis dataset with 1.9M reactions from patents (1976-2016). (1) Given the product [N:20]1[CH:19]=[CH:6][CH:5]=[C:4]([C:7]2[N:11]3[CH2:12][CH2:13][CH2:14][NH:15][C:10]3=[N:9][N:8]=2)[CH:3]=1, predict the reactants needed to synthesize it. The reactants are: N1[CH:6]=[CH:5][C:4]([C:7]2[N:11]3[CH2:12][CH2:13][CH2:14][NH:15][C:10]3=[N:9][N:8]=2)=[CH:3]C=1.Cl.C(Cl)(=O)C1C=CC=[N:20][CH:19]=1. (2) Given the product [Br:1][C:2]1[CH:7]=[C:6]([C:21]2[C:22]3[C:27](=[CH:26][CH:25]=[CH:24][CH:23]=3)[N:19]([S:16]([C:10]3[CH:15]=[CH:14][CH:13]=[CH:12][CH:11]=3)(=[O:18])=[O:17])[CH:20]=2)[C:5]([Cl:9])=[CH:4][N:3]=1, predict the reactants needed to synthesize it. The reactants are: [Br:1][C:2]1[CH:7]=[C:6](I)[C:5]([Cl:9])=[CH:4][N:3]=1.[C:10]1([S:16]([N:19]2[C:27]3[C:22](=[CH:23][CH:24]=[CH:25][CH:26]=3)[C:21](B(O)O)=[CH:20]2)(=[O:18])=[O:17])[CH:15]=[CH:14][CH:13]=[CH:12][CH:11]=1.C(=O)([O-])[O-].[Cs+].[Cs+].O1CCOCC1.O. (3) Given the product [CH3:15][CH:16]([CH3:20])[CH2:17][CH2:18][CH2:2][CH2:3][CH2:4][CH2:5][CH2:6][CH2:7][CH2:8][CH2:9][CH2:10][CH2:11][CH2:12][CH2:13][OH:14], predict the reactants needed to synthesize it. The reactants are: Br[CH2:2][CH2:3][CH2:4][CH2:5][CH2:6][CH2:7][CH2:8][CH2:9][CH2:10][CH2:11][CH2:12][CH2:13][OH:14].[CH3:15][CH:16]([CH3:20])[CH2:17][CH2:18]Br. (4) Given the product [NH2:5][CH2:4][C:3]([N:13]1[CH2:18][CH2:17][CH2:16][C@@H:15]([NH:19][C:20]2[CH:25]=[N:24][CH:23]=[C:22]([C:26]3[CH:27]=[N:28][N:29]4[CH:34]=[CH:33][CH:32]=[CH:31][C:30]=34)[N:21]=2)[CH2:14]1)=[O:2], predict the reactants needed to synthesize it. The reactants are: Cl.[O:2]=[C:3]([N:13]1[CH2:18][CH2:17][CH2:16][C@@H:15]([NH:19][C:20]2[CH:25]=[N:24][CH:23]=[C:22]([C:26]3[CH:27]=[N:28][N:29]4[CH:34]=[CH:33][CH:32]=[CH:31][C:30]=34)[N:21]=2)[CH2:14]1)[CH2:4][NH:5]C(=O)OC(C)(C)C. (5) Given the product [CH3:16][S:17]([NH:1][C:2]1[CH:10]=[CH:9][CH:8]=[C:7]2[C:3]=1[CH:4]=[CH:5][N:6]2[CH2:11][C:12]([O:14][CH3:15])=[O:13])(=[O:19])=[O:18], predict the reactants needed to synthesize it. The reactants are: [NH2:1][C:2]1[CH:10]=[CH:9][CH:8]=[C:7]2[C:3]=1[CH:4]=[CH:5][N:6]2[CH2:11][C:12]([O:14][CH3:15])=[O:13].[CH3:16][S:17](Cl)(=[O:19])=[O:18]. (6) Given the product [C:1]([O:5][C:6]([N:8]1[C:16]2[C:11](=[N:12][C:13]([O:19][CH3:20])=[C:14]([O:17][CH3:18])[CH:15]=2)[C:10]([B:22]([OH:28])[OH:23])=[CH:9]1)=[O:7])([CH3:4])([CH3:3])[CH3:2], predict the reactants needed to synthesize it. The reactants are: [C:1]([O:5][C:6]([N:8]1[C:16]2[C:11](=[N:12][C:13]([O:19][CH3:20])=[C:14]([O:17][CH3:18])[CH:15]=2)[C:10](I)=[CH:9]1)=[O:7])([CH3:4])([CH3:3])[CH3:2].[B:22](OCCCC)([O:28]CCCC)[O:23]CCCC.[Li]CCCC.